Dataset: Full USPTO retrosynthesis dataset with 1.9M reactions from patents (1976-2016). Task: Predict the reactants needed to synthesize the given product. (1) Given the product [C:7]1([CH2:13][N:14]2[CH2:19][CH2:18][N:17]([CH2:20][C:21]3[CH:26]=[CH:25][CH:24]=[CH:23][CH:22]=3)[CH2:16][CH:15]2[CH2:27][OH:28])[CH:8]=[CH:9][CH:10]=[CH:11][CH:12]=1, predict the reactants needed to synthesize it. The reactants are: [H-].[Al+3].[Li+].[H-].[H-].[H-].[C:7]1([CH2:13][N:14]2[CH2:19][CH2:18][N:17]([CH2:20][C:21]3[CH:26]=[CH:25][CH:24]=[CH:23][CH:22]=3)[CH2:16][CH:15]2[C:27](OCC)=[O:28])[CH:12]=[CH:11][CH:10]=[CH:9][CH:8]=1.O.[OH-].[Na+]. (2) Given the product [Cl:1][C:2]1[C:10]2[C:9]3[CH2:11][N:12]([CH2:21][C:22]([F:25])([F:23])[F:24])[C:13](=[O:20])[C@H:14]([CH2:16][C:17](=[O:18])[N:60]4[CH2:61][CH2:62][CH:63]([N:66]5[C:74]6[C:69](=[N:70][CH:71]=[CH:72][CH:73]=6)[NH:68][C:67]5=[O:75])[CH2:64][CH2:65]4)[CH2:15][C:8]=3[CH:7]=[C:6]([Cl:26])[C:5]=2[NH:4][N:3]=1, predict the reactants needed to synthesize it. The reactants are: [Cl:1][C:2]1[C:10]2[C:9]3[CH2:11][N:12]([CH2:21][C:22]([F:25])([F:24])[F:23])[C:13](=[O:20])[C@H:14]([CH2:16][C:17](O)=[O:18])[CH2:15][C:8]=3[CH:7]=[C:6]([Cl:26])[C:5]=2[NH:4][N:3]=1.C(N(CC)C(C)C)(C)C.CN(C(ON1N=NC2C=CC=CC1=2)=[N+](C)C)C.[B-](F)(F)(F)F.Cl.Cl.[NH:60]1[CH2:65][CH2:64][CH:63]([N:66]2[C:74]3[C:69](=[N:70][CH:71]=[CH:72][CH:73]=3)[NH:68][C:67]2=[O:75])[CH2:62][CH2:61]1. (3) Given the product [F:15][CH2:2][CH2:3][CH2:4][C:5]1[CH:14]=[CH:13][C:8]2[NH:9][C:10](=[O:12])[S:11][C:7]=2[CH:6]=1, predict the reactants needed to synthesize it. The reactants are: Cl[CH2:2][CH2:3][CH2:4][C:5]1[CH:14]=[CH:13][C:8]2[NH:9][C:10](=[O:12])[S:11][C:7]=2[CH:6]=1.[F-:15].[K+].CCCC[N+](CCCC)(CCCC)CCCC.[F-]. (4) Given the product [C:1]1([C@H:7]([NH:10][C:11]([C:13]2[C:14]([Cl:30])=[C:15]([C:22]([N:24]3[CH2:28][CH2:27][CH2:26][C@@H:25]3[CH3:29])=[O:23])[N:16]3[CH2:21][CH2:20][O:19][CH2:18][C:17]=23)=[O:12])[CH2:8][CH3:9])[CH:2]=[CH:3][CH:4]=[CH:5][CH:6]=1, predict the reactants needed to synthesize it. The reactants are: [C:1]1([C@H:7]([NH:10][C:11]([C:13]2[CH:14]=[C:15]([C:22]([N:24]3[CH2:28][CH2:27][CH2:26][C@@H:25]3[CH3:29])=[O:23])[N:16]3[CH2:21][CH2:20][O:19][CH2:18][C:17]=23)=[O:12])[CH2:8][CH3:9])[CH:6]=[CH:5][CH:4]=[CH:3][CH:2]=1.[Cl:30]N1C(=O)CCC1=O. (5) Given the product [Cl:1][C:2]1[CH:9]=[C:8]([C:10]2[C:14]([CH3:15])=[N:13][N:12]([CH:18]([C:20]3[CH:30]=[CH:29][C:23]([C:24]([OH:26])=[O:25])=[CH:22][CH:21]=3)[CH3:19])[C:11]=2[CH3:16])[CH:7]=[CH:6][C:3]=1[C:4]#[N:5], predict the reactants needed to synthesize it. The reactants are: [Cl:1][C:2]1[CH:9]=[C:8]([C:10]2[C:11]([CH3:16])=[N:12][NH:13][C:14]=2[CH3:15])[CH:7]=[CH:6][C:3]=1[C:4]#[N:5].Br[CH:18]([C:20]1[CH:30]=[CH:29][C:23]([C:24]([O:26]CC)=[O:25])=[CH:22][CH:21]=1)[CH3:19].[H-].[Na+].[OH-].[Na+]. (6) Given the product [C:11]([C:19]1[CH:24]=[CH:23][C:22]([C:2]2[CH:9]=[N:8][CH:7]=[C:6]([Cl:10])[C:3]=2[C:4]#[N:5])=[CH:21][CH:20]=1)(=[O:18])[C:12]1[CH:17]=[CH:16][CH:15]=[CH:14][CH:13]=1, predict the reactants needed to synthesize it. The reactants are: Cl[C:2]1[CH:9]=[N:8][CH:7]=[C:6]([Cl:10])[C:3]=1[C:4]#[N:5].[C:11]([C:19]1[CH:24]=[CH:23][C:22](B(O)O)=[CH:21][CH:20]=1)(=[O:18])[C:12]1[CH:17]=[CH:16][CH:15]=[CH:14][CH:13]=1. (7) Given the product [Cl:1]/[CH:2]=[C:3]1\[C:4](=[O:12])[C:5]2[CH:11]=[CH:10][S:9][C:6]=2[S:7][CH2:8]\1, predict the reactants needed to synthesize it. The reactants are: [Cl:1]/[CH:2]=[C:3]1/[C:4](=[O:12])[C:5]2[CH:11]=[CH:10][S:9][C:6]=2[S:7][CH2:8]/1.